This data is from Reaction yield outcomes from USPTO patents with 853,638 reactions. The task is: Predict the reaction yield, written as a fraction of the theoretical maximum amount of product (1.0 means a 100% yield; for example, 0.34 means a 34% yield). (1) The reactants are CS[C:3](SC)=[C:4]1[C:13](=[O:14])[C:12]2[C:7](=[CH:8][CH:9]=[CH:10][CH:11]=2)[N:6]([NH:15][CH2:16][CH:17]2[CH2:19][CH2:18]2)[C:5]1=[O:20].[NH2:23][C:24]1[S:25][CH:26]=[C:27]([CH2:33][O:34][CH2:35][O:36][CH3:37])[C:28]=1[S:29]([NH2:32])(=[O:31])=[O:30]. The catalyst is O1CCOCC1. The product is [CH:17]1([CH2:16][NH:15][N:6]2[C:7]3[C:12](=[CH:11][CH:10]=[CH:9][CH:8]=3)[C:13]([OH:14])=[C:4]([C:3]3[NH:23][C:24]4[S:25][CH:26]=[C:27]([CH2:33][O:34][CH2:35][O:36][CH3:37])[C:28]=4[S:29](=[O:31])(=[O:30])[N:32]=3)[C:5]2=[O:20])[CH2:18][CH2:19]1. The yield is 0.520. (2) The reactants are [C:1]([C:3]1[CH:4]=[C:5]([CH:13]([CH2:17][CH:18]2[CH2:22][CH2:21][CH2:20][CH2:19]2)[C:14](O)=[O:15])[CH:6]=[CH:7][C:8]=1[S:9]([CH3:12])(=[O:11])=[O:10])#[N:2].C(Cl)(=O)C(Cl)=O.[NH2:29][C:30]1[CH:39]=[CH:38][C:37]2[C:32](=[CH:33][CH:34]=[CH:35][CH:36]=2)[N:31]=1.C(N(CC)CC)C.Cl. The catalyst is C(Cl)Cl.CN(C)C=O.O.C(OCC)(=O)C. The product is [C:1]([C:3]1[CH:4]=[C:5]([CH:13]([CH2:17][CH:18]2[CH2:19][CH2:20][CH2:21][CH2:22]2)[C:14]([NH:29][C:30]2[CH:39]=[CH:38][C:37]3[C:32](=[CH:33][CH:34]=[CH:35][CH:36]=3)[N:31]=2)=[O:15])[CH:6]=[CH:7][C:8]=1[S:9]([CH3:12])(=[O:11])=[O:10])#[N:2]. The yield is 0.300. (3) The reactants are [CH2:1]([C:3]1[N:7]([C:8]2[N:16]=[C:15]3[C:11]([N:12]=[C:13]([C:18]([CH:20]4[CH2:25][CH2:24][NH:23][CH2:22][CH2:21]4)=[O:19])[N:14]3[CH3:17])=[C:10]([N:26]3[CH2:31][CH2:30][O:29][CH2:28][CH2:27]3)[N:9]=2)[C:6]2[CH:32]=[CH:33][CH:34]=[CH:35][C:5]=2[N:4]=1)[CH3:2].CCN(CC)CC.[CH:43]1([C:46](Cl)=[O:47])[CH2:45][CH2:44]1. The catalyst is C(Cl)Cl. The product is [CH:43]1([C:46]([N:23]2[CH2:22][CH2:21][CH:20]([C:18]([C:13]3[N:14]([CH3:17])[C:15]4[C:11]([N:12]=3)=[C:10]([N:26]3[CH2:27][CH2:28][O:29][CH2:30][CH2:31]3)[N:9]=[C:8]([N:7]3[C:6]5[CH:32]=[CH:33][CH:34]=[CH:35][C:5]=5[N:4]=[C:3]3[CH2:1][CH3:2])[N:16]=4)=[O:19])[CH2:25][CH2:24]2)=[O:47])[CH2:45][CH2:44]1. The yield is 0.250. (4) The reactants are [Br:1][C:2]1[CH:11]=[C:10]2[C:5]([CH2:6][CH2:7][NH:8][CH2:9]2)=[CH:4][CH:3]=1.Br[C:13]1[CH:14]=[CH:15][C:16]([C:19]#[N:20])=[N:17][CH:18]=1.C(=O)([O-])[O-].[K+].[K+]. The catalyst is CS(C)=O. The product is [Br:1][C:2]1[CH:11]=[C:10]2[C:5]([CH2:6][CH2:7][N:8]([C:13]3[CH:14]=[CH:15][C:16]([C:19]#[N:20])=[N:17][CH:18]=3)[CH2:9]2)=[CH:4][CH:3]=1. The yield is 0.340. (5) The reactants are [CH:1]1([N:4]([CH3:25])[CH:5]2[CH2:14][CH2:13][C:12]([CH3:16])([CH3:15])[C:11]3[CH:10]=[C:9](OS(C(F)(F)F)(=O)=O)[CH:8]=[CH:7][C:6]2=3)[CH2:3][CH2:2]1.C1(P(C2C=CC=CC=2)CCCP(C2C=CC=CC=2)C2C=CC=CC=2)C=CC=CC=1.[CH3:55][OH:56].C(N(CC)CC)C.CN(C)[CH:66]=[O:67]. The catalyst is C([O-])(=O)C.[Pd+2].C([O-])(=O)C. The product is [CH3:55][O:56][C:66]([C:9]1[CH:8]=[CH:7][C:6]2[CH:5]([N:4]([CH:1]3[CH2:3][CH2:2]3)[CH3:25])[CH2:14][CH2:13][C:12]([CH3:16])([CH3:15])[C:11]=2[CH:10]=1)=[O:67]. The yield is 0.850. (6) The reactants are [CH3:1][S:2]([C:5]1[CH:10]=[CH:9][C:8](Br)=[CH:7][CH:6]=1)(=[O:4])=[O:3].C(P(C(C)(C)C)C1C=CC=CC=1C1C=CC=CC=1)(C)(C)C.P([O-])([O-])([O-])=O.[K+].[K+].[K+].[CH3:41][O:42][C:43](=[O:55])[C:44]1[CH:49]=[C:48]([OH:50])[CH:47]=[C:46]([O:51][CH2:52][O:53][CH3:54])[CH:45]=1. The catalyst is C1(C)C=CC=CC=1.C([O-])(=O)C.[Pd+2].C([O-])(=O)C.C(OC(=O)C)C. The product is [CH3:41][O:42][C:43](=[O:55])[C:44]1[CH:45]=[C:46]([O:51][CH2:52][O:53][CH3:54])[CH:47]=[C:48]([O:50][C:8]2[CH:9]=[CH:10][C:5]([S:2]([CH3:1])(=[O:4])=[O:3])=[CH:6][CH:7]=2)[CH:49]=1. The yield is 0.690. (7) The product is [CH3:1][NH:2][CH2:8][C:10]1[CH:11]=[C:12]([CH:20]=[C:21]([C:23]([F:26])([F:25])[F:24])[CH:22]=1)[C:13]([O:15][C:16]([CH3:19])([CH3:18])[CH3:17])=[O:14]. The yield is 0.450. The catalyst is C(Cl)Cl.C(=O)(O)[O-].[Na+]. The reactants are [CH3:1][NH2:2].O1CCCC1.[CH:8]([C:10]1[CH:11]=[C:12]([CH:20]=[C:21]([C:23]([F:26])([F:25])[F:24])[CH:22]=1)[C:13]([O:15][C:16]([CH3:19])([CH3:18])[CH3:17])=[O:14])=O.C(O[BH-](OC(=O)C)OC(=O)C)(=O)C.[Na+].